This data is from NCI-60 drug combinations with 297,098 pairs across 59 cell lines. The task is: Regression. Given two drug SMILES strings and cell line genomic features, predict the synergy score measuring deviation from expected non-interaction effect. (1) Drug 1: CC12CCC3C(C1CCC2=O)CC(=C)C4=CC(=O)C=CC34C. Drug 2: COC1=CC(=CC(=C1O)OC)C2C3C(COC3=O)C(C4=CC5=C(C=C24)OCO5)OC6C(C(C7C(O6)COC(O7)C8=CC=CS8)O)O. Cell line: OVCAR-5. Synergy scores: CSS=20.3, Synergy_ZIP=-3.32, Synergy_Bliss=0.928, Synergy_Loewe=2.72, Synergy_HSA=3.87. (2) Drug 1: CN(CCCl)CCCl.Cl. Drug 2: CN(C(=O)NC(C=O)C(C(C(CO)O)O)O)N=O. Cell line: SN12C. Synergy scores: CSS=28.0, Synergy_ZIP=-7.54, Synergy_Bliss=-1.74, Synergy_Loewe=-20.5, Synergy_HSA=-2.61.